Dataset: Forward reaction prediction with 1.9M reactions from USPTO patents (1976-2016). Task: Predict the product of the given reaction. Given the reactants C([O:3][C:4](=[O:32])[CH2:5][S:6][C:7]1[S:11][C:10]([NH:12][C:13]([N:15]([CH2:26][CH:27]2[CH2:31][CH2:30][CH2:29][CH2:28]2)[C:16]2[CH:21]=[CH:20][CH:19]=[C:18]([S:22](=[O:25])(=[O:24])[NH2:23])[CH:17]=2)=[O:14])=[N:9][CH:8]=1)C.C1(CN(C2C=CC(S(C)(=O)=O)=CC=2)C(=O)NC2SC=C(CC(O)=O)N=2)CCCC1.C1(CNC2C=CC=C(S(=O)(=O)N)C=2)CCCC1.C(OC(=O)CSC1SC(N)=NC=1)C, predict the reaction product. The product is: [CH:27]1([CH2:26][N:15]([C:16]2[CH:21]=[CH:20][CH:19]=[C:18]([S:22](=[O:24])(=[O:25])[NH2:23])[CH:17]=2)[C:13](=[O:14])[NH:12][C:10]2[S:11][C:7]([S:6][CH2:5][C:4]([OH:32])=[O:3])=[CH:8][N:9]=2)[CH2:31][CH2:30][CH2:29][CH2:28]1.